This data is from Full USPTO retrosynthesis dataset with 1.9M reactions from patents (1976-2016). The task is: Predict the reactants needed to synthesize the given product. (1) Given the product [Br:10][C:11]1[N:16]=[C:15]([NH:9][C:7]2[CH:8]=[C:4]([CH:1]3[CH2:3][CH2:2]3)[NH:5][N:6]=2)[C:14]([C:18]#[C:19][Si:20]([CH3:21])([CH3:23])[CH3:22])=[C:13]([CH3:24])[N:12]=1, predict the reactants needed to synthesize it. The reactants are: [CH:1]1([C:4]2[CH:8]=[C:7]([NH2:9])[NH:6][N:5]=2)[CH2:3][CH2:2]1.[Br:10][C:11]1[N:16]=[C:15](Br)[C:14]([C:18]#[C:19][Si:20]([CH3:23])([CH3:22])[CH3:21])=[C:13]([CH3:24])[N:12]=1. (2) Given the product [CH:12]1[N:13]2[C:22]3[C:17]([CH2:16][CH2:15][C:14]2=[C:10]([CH2:9][C@H:5]([CH2:4][CH2:3][CH2:2][NH:1][C:23]([O:34][CH2:35][C:36]2[O:37][C:38](=[O:47])[O:39][C:40]=2[C:41]2[CH:42]=[CH:43][CH:44]=[CH:45][CH:46]=2)=[O:24])[C:6]([OH:8])=[O:7])[N:11]=1)=[CH:18][CH:19]=[CH:20][CH:21]=3, predict the reactants needed to synthesize it. The reactants are: [NH2:1][CH2:2][CH2:3][CH2:4][C@@H:5]([CH2:9][C:10]1[N:11]=[CH:12][N:13]2[C:22]3[C:17](=[CH:18][CH:19]=[CH:20][CH:21]=3)[CH2:16][CH2:15][C:14]=12)[C:6]([OH:8])=[O:7].[C:23](=O)([O:34][CH2:35][C:36]1[O:37][C:38](=[O:47])[O:39][C:40]=1[C:41]1[CH:46]=[CH:45][CH:44]=[CH:43][CH:42]=1)[O:24]C1C=CC([N+]([O-])=O)=CC=1. (3) Given the product [CH2:22]([O:21][C:19]([C:18]1[C:17]([CH3:24])=[N:1][C:2]2[C:3]([C:4]=1[NH2:5])=[C:6]([O:10][CH2:11][CH:12]1[CH2:15][CH2:14][CH2:13]1)[CH:7]=[CH:8][CH:9]=2)=[O:20])[CH3:23], predict the reactants needed to synthesize it. The reactants are: [NH2:1][C:2]1[CH:9]=[CH:8][CH:7]=[C:6]([O:10][CH2:11][CH:12]2[CH2:15][CH2:14][CH2:13]2)[C:3]=1[C:4]#[N:5].O=[C:17]([CH3:24])[CH2:18][C:19]([O:21][CH2:22][CH3:23])=[O:20].